Dataset: NCI-60 drug combinations with 297,098 pairs across 59 cell lines. Task: Regression. Given two drug SMILES strings and cell line genomic features, predict the synergy score measuring deviation from expected non-interaction effect. (1) Synergy scores: CSS=-3.69, Synergy_ZIP=0.395, Synergy_Bliss=-3.91, Synergy_Loewe=-5.77, Synergy_HSA=-7.27. Drug 2: C1CC(=O)NC(=O)C1N2C(=O)C3=CC=CC=C3C2=O. Cell line: SK-MEL-28. Drug 1: CCCCCOC(=O)NC1=NC(=O)N(C=C1F)C2C(C(C(O2)C)O)O. (2) Drug 1: COC1=CC(=CC(=C1O)OC)C2C3C(COC3=O)C(C4=CC5=C(C=C24)OCO5)OC6C(C(C7C(O6)COC(O7)C8=CC=CS8)O)O. Drug 2: N.N.Cl[Pt+2]Cl. Cell line: OVCAR-4. Synergy scores: CSS=2.51, Synergy_ZIP=3.54, Synergy_Bliss=-0.780, Synergy_Loewe=-1.19, Synergy_HSA=0.0155. (3) Drug 1: C1CNP(=O)(OC1)N(CCCl)CCCl. Drug 2: CC(C)CN1C=NC2=C1C3=CC=CC=C3N=C2N. Cell line: NCI-H522. Synergy scores: CSS=0.504, Synergy_ZIP=-0.0538, Synergy_Bliss=-0.956, Synergy_Loewe=-2.02, Synergy_HSA=-1.54. (4) Drug 1: CCC1(CC2CC(C3=C(CCN(C2)C1)C4=CC=CC=C4N3)(C5=C(C=C6C(=C5)C78CCN9C7C(C=CC9)(C(C(C8N6C=O)(C(=O)OC)O)OC(=O)C)CC)OC)C(=O)OC)O.OS(=O)(=O)O. Drug 2: CC1=C(C(=CC=C1)Cl)NC(=O)C2=CN=C(S2)NC3=CC(=NC(=N3)C)N4CCN(CC4)CCO. Cell line: SF-539. Synergy scores: CSS=5.83, Synergy_ZIP=0.590, Synergy_Bliss=1.01, Synergy_Loewe=1.79, Synergy_HSA=1.79. (5) Drug 1: C1=CC(=CC=C1CC(C(=O)O)N)N(CCCl)CCCl.Cl. Drug 2: COC1=NC(=NC2=C1N=CN2C3C(C(C(O3)CO)O)O)N. Cell line: MALME-3M. Synergy scores: CSS=21.4, Synergy_ZIP=-2.11, Synergy_Bliss=6.30, Synergy_Loewe=-1.59, Synergy_HSA=2.43.